From a dataset of Catalyst prediction with 721,799 reactions and 888 catalyst types from USPTO. Predict which catalyst facilitates the given reaction. (1) The catalyst class is: 10. Product: [CH3:2][C:3]1[C:4]([O:9][C:10]2[CH:11]=[C:12]([CH:13]=[CH:14][CH:15]=2)[CH:16]=[C:17]2[CH2:22][CH2:21][N:20]([C:30]([NH:29][C:25]3[N:24]=[N:23][CH:28]=[CH:27][CH:26]=3)=[O:31])[CH2:19][CH2:18]2)=[N:5][CH:6]=[CH:7][CH:8]=1. Reactant: Cl.[CH3:2][C:3]1[C:4]([O:9][C:10]2[CH:15]=[CH:14][CH:13]=[C:12]([CH:16]=[C:17]3[CH2:22][CH2:21][NH:20][CH2:19][CH2:18]3)[CH:11]=2)=[N:5][CH:6]=[CH:7][CH:8]=1.[N:23]1[CH:28]=[CH:27][CH:26]=[C:25]([NH:29][C:30](=O)[O:31]C2C=CC=CC=2)[N:24]=1.C(N(CC)CC)C. (2) Reactant: [CH3:1][C:2]([CH3:33])([CH3:32])[CH2:3][NH:4][C:5]([C:7]1[CH:8]=[C:9]([C:28]([O:30]C)=[O:29])[C:10]([C:13]2[C:18]([CH3:19])=[C:17]([F:20])[CH:16]=[C:15]([C:21]([O:23][C:24]([CH3:27])([CH3:26])[CH3:25])=[O:22])[CH:14]=2)=[CH:11][CH:12]=1)=[O:6].[OH-].[K+].C(O)(=O)C. Product: [CH3:27][C:24]([O:23][C:21]([C:15]1[CH:16]=[C:17]([F:20])[C:18]([CH3:19])=[C:13]([C:10]2[C:9]([C:28]([OH:30])=[O:29])=[CH:8][C:7]([C:5]([NH:4][CH2:3][C:2]([CH3:1])([CH3:32])[CH3:33])=[O:6])=[CH:12][CH:11]=2)[CH:14]=1)=[O:22])([CH3:25])[CH3:26]. The catalyst class is: 72. (3) Reactant: [Cl:1][C:2]1[CH:3]=[C:4]2[C:8](=[CH:9][CH:10]=1)[NH:7][C:6]([S:11]([N:14]1[CH2:19][CH2:18][NH:17][CH2:16][CH2:15]1)(=[O:13])=[O:12])=[CH:5]2.[C:20]([C:23]1[CH:28]=[CH:27][C:26]([B:29]([OH:31])[OH:30])=[CH:25][CH:24]=1)(O)=[O:21].F[B-](F)(F)F.N1(OC(N(C)C)=[N+](C)C)C2C=CC=CC=2N=N1. Product: [Cl:1][C:2]1[CH:3]=[C:4]2[C:8](=[CH:9][CH:10]=1)[NH:7][C:6]([S:11]([N:14]1[CH2:19][CH2:18][N:17]([C:20]([C:23]3[CH:24]=[CH:25][C:26]([B:29]([OH:31])[OH:30])=[CH:27][CH:28]=3)=[O:21])[CH2:16][CH2:15]1)(=[O:13])=[O:12])=[CH:5]2. The catalyst class is: 9. (4) Reactant: [Cl-].[CH3:2][SiH:3]([CH3:5])[CH3:4].[Cl:6][S:7]([OH:10])(=[O:9])=[O:8].Cl. Product: [Cl:6][S:7]([O:10][Si:3]([CH3:5])([CH3:4])[CH3:2])(=[O:9])=[O:8]. The catalyst class is: 68. (5) Reactant: [CH2:1]([O:8][C:9]1[C:14](=[O:15])[CH:13]=[C:12]([CH3:16])[NH:11][C:10]=1C(O)=O)[C:2]1[CH:7]=[CH:6][CH:5]=[CH:4][CH:3]=1. Product: [CH2:1]([O:8][C:9]1[C:14](=[O:15])[CH:13]=[C:12]([CH3:16])[NH:11][CH:10]=1)[C:2]1[CH:3]=[CH:4][CH:5]=[CH:6][CH:7]=1. The catalyst class is: 3. (6) Reactant: [NH2:1][C:2]1[C:7]([F:8])=[CH:6][N:5]=[C:4]([O:9][N:10]=[CH:11][C:12]2[CH:17]=[CH:16][C:15]([O:18][CH3:19])=[CH:14][CH:13]=2)[N:3]=1.[CH3:20][N:21]([CH:23](OC)OC)[CH3:22]. Product: [F:8][C:7]1[C:2]([N:1]=[CH:20][N:21]([CH3:23])[CH3:22])=[N:3][C:4]([O:9][N:10]=[CH:11][C:12]2[CH:17]=[CH:16][C:15]([O:18][CH3:19])=[CH:14][CH:13]=2)=[N:5][CH:6]=1. The catalyst class is: 215. (7) Reactant: [CH3:1][O:2][C:3]([C:5]1[CH:6]=[C:7]2[C:11](=[CH:12][CH:13]=1)[N:10]([CH2:14][CH:15]1[CH2:17][O:16]1)[CH:9]=[C:8]2[C:18](=[O:27])[CH2:19][CH2:20][CH2:21][CH2:22][C:23]([O:25][CH3:26])=[O:24])=[O:4].[C:28]1([C:34]2[CH:39]=[CH:38][C:37]([OH:40])=[CH:36][CH:35]=2)[CH:33]=[CH:32][CH:31]=[CH:30][CH:29]=1. Product: [CH3:1][O:2][C:3]([C:5]1[CH:6]=[C:7]2[C:11](=[CH:12][CH:13]=1)[N:10]([CH2:14][CH:15]([OH:16])[CH2:17][O:40][C:37]1[CH:36]=[CH:35][C:34]([C:28]3[CH:29]=[CH:30][CH:31]=[CH:32][CH:33]=3)=[CH:39][CH:38]=1)[CH:9]=[C:8]2[C:18](=[O:27])[CH2:19][CH2:20][CH2:21][CH2:22][C:23]([O:25][CH3:26])=[O:24])=[O:4]. The catalyst class is: 143. (8) Reactant: I[C:2]1[C:6]2[CH2:7][N:8]([C:11]([O:13][C:14]([CH3:17])([CH3:16])[CH3:15])=[O:12])[CH2:9][CH2:10][C:5]=2[N:4](C(OCC)=O)[N:3]=1.[N:23]1[CH:24]=[CH:25][N:26]2[CH:31]=[C:30](B(O)O)[CH:29]=[CH:28][C:27]=12.C(O)C.C(=O)([O-])[O-].[Na+].[Na+]. Product: [N:23]1[CH:24]=[CH:25][N:26]2[CH:31]=[C:30]([C:2]3[C:6]4[CH2:7][N:8]([C:11]([O:13][C:14]([CH3:15])([CH3:16])[CH3:17])=[O:12])[CH2:9][CH2:10][C:5]=4[NH:4][N:3]=3)[CH:29]=[CH:28][C:27]=12. The catalyst class is: 103.